Dataset: Full USPTO retrosynthesis dataset with 1.9M reactions from patents (1976-2016). Task: Predict the reactants needed to synthesize the given product. Given the product [CH3:61][N:62]([CH2:63][C:64]1[CH:69]=[CH:68][N:67]=[CH:66][CH:65]=1)[C:25]([C:22]1[CH:21]=[N:20][C:19]([N:16]2[CH2:17][CH2:18][CH:13]([C:10]3[CH:9]=[CH:8][C:7]([C@@H:5]([NH:4][C:1](=[O:3])[CH3:2])[CH3:6])=[CH:12][CH:11]=3)[CH2:14][CH2:15]2)=[N:24][CH:23]=1)=[O:27], predict the reactants needed to synthesize it. The reactants are: [C:1]([NH:4][C@H:5]([C:7]1[CH:12]=[CH:11][C:10]([CH:13]2[CH2:18][CH2:17][N:16]([C:19]3[N:24]=[CH:23][C:22]([C:25]([OH:27])=O)=[CH:21][N:20]=3)[CH2:15][CH2:14]2)=[CH:9][CH:8]=1)[CH3:6])(=[O:3])[CH3:2].CCN(C(C)C)C(C)C.CN(C(ON1N=NC2C=CC=NC1=2)=[N+](C)C)C.F[P-](F)(F)(F)(F)F.[CH3:61][NH:62][CH2:63][C:64]1[CH:69]=[CH:68][N:67]=[CH:66][CH:65]=1.